This data is from Peptide-MHC class I binding affinity with 185,985 pairs from IEDB/IMGT. The task is: Regression. Given a peptide amino acid sequence and an MHC pseudo amino acid sequence, predict their binding affinity value. This is MHC class I binding data. The MHC is HLA-A30:02 with pseudo-sequence HLA-A30:02. The peptide sequence is SFLAHLQWF. The binding affinity (normalized) is 0.154.